Task: Predict the reactants needed to synthesize the given product.. Dataset: Full USPTO retrosynthesis dataset with 1.9M reactions from patents (1976-2016) (1) Given the product [NH2:19][C:11]1[CH:10]=[C:9]([NH:8][C:5]2[N:4]=[C:3]([NH:22][C:23]3[CH:32]=[CH:31][CH:30]=[CH:29][C:24]=3[C:25]([NH:27][CH3:28])=[O:26])[C:2]([Cl:1])=[CH:7][N:6]=2)[CH:14]=[C:13]([C:15]([F:18])([F:17])[F:16])[CH:12]=1, predict the reactants needed to synthesize it. The reactants are: [Cl:1][C:2]1[C:3]([NH:22][C:23]2[CH:32]=[CH:31][CH:30]=[CH:29][C:24]=2[C:25]([NH:27][CH3:28])=[O:26])=[N:4][C:5]([NH:8][C:9]2[CH:14]=[C:13]([C:15]([F:18])([F:17])[F:16])[CH:12]=[C:11]([N+:19]([O-])=O)[CH:10]=2)=[N:6][CH:7]=1.CCO.[Cl-].[NH4+]. (2) The reactants are: [F:1][C:2]1[C:3]([C:9]2[CH:14]=[C:13]([NH:15][C:16]3[CH:21]=[CH:20][N:19]=[C:18]4[CH:22]=[N:23][NH:24][C:17]=34)[C:12]([CH3:25])=[CH:11][N:10]=2)=[N:4][C:5]([CH3:8])=[CH:6][CH:7]=1.C([O-])([O-])=O.[Cs+].[Cs+].[CH3:32][CH:33]1[CH2:35][O:34]1. Given the product [F:1][C:2]1[C:3]([C:9]2[CH:14]=[C:13]([NH:15][C:16]3[C:17]4[C:18](=[CH:22][N:23]([CH2:32][C@@H:33]([OH:34])[CH3:35])[N:24]=4)[N:19]=[CH:20][CH:21]=3)[C:12]([CH3:25])=[CH:11][N:10]=2)=[N:4][C:5]([CH3:8])=[CH:6][CH:7]=1, predict the reactants needed to synthesize it.